This data is from Reaction yield outcomes from USPTO patents with 853,638 reactions. The task is: Predict the reaction yield, written as a fraction of the theoretical maximum amount of product (1.0 means a 100% yield; for example, 0.34 means a 34% yield). (1) The reactants are C(O)(=O)C.[CH:5]1[C:14]2[C:9](=[CH:10][CH:11]=[CH:12][CH:13]=2)[CH:8]=[CH:7][C:6]=1[CH2:15][C:16]1[O:17][C:18]([C:21]2[CH:22]=[C:23]3[C:28](=[CH:29][CH:30]=2)[CH:27]=[C:26]([O:31][CH2:32][C:33]([O:35]C)=[O:34])[CH:25]=[CH:24]3)=[CH:19][N:20]=1.[OH-].[Na+].Cl. The catalyst is C1COCC1.CO.O. The product is [CH:5]1[C:14]2[C:9](=[CH:10][CH:11]=[CH:12][CH:13]=2)[CH:8]=[CH:7][C:6]=1[CH2:15][C:16]1[O:17][C:18]([C:21]2[CH:22]=[C:23]3[C:28](=[CH:29][CH:30]=2)[CH:27]=[C:26]([O:31][CH2:32][C:33]([OH:35])=[O:34])[CH:25]=[CH:24]3)=[CH:19][N:20]=1. The yield is 0.990. (2) The yield is 0.360. The product is [Cl:31][C:32]1[CH:33]=[CH:34][C:35]([C:38]([C:40]2[N:44]([CH3:45])[CH:43]=[N:42][CH:41]=2)([C:13]2[CH:14]=[C:15]3[C:20](=[CH:21][CH:22]=2)[N:19]=[C:18]([O:23][CH3:24])[CH:17]=[C:16]3[C:25]2[CH:26]=[N:27][CH:28]=[CH:29][CH:30]=2)[OH:39])=[CH:36][CH:37]=1. The reactants are [Li]CCCC.CCCCCC.Br[C:13]1[CH:14]=[C:15]2[C:20](=[CH:21][CH:22]=1)[N:19]=[C:18]([O:23][CH3:24])[CH:17]=[C:16]2[C:25]1[CH:26]=[N:27][CH:28]=[CH:29][CH:30]=1.[Cl:31][C:32]1[CH:37]=[CH:36][C:35]([C:38]([C:40]2[N:44]([CH3:45])[CH:43]=[N:42][CH:41]=2)=[O:39])=[CH:34][CH:33]=1. The catalyst is C1COCC1. (3) The reactants are [C:1]([O:5][C:6]([N:8]1[CH2:13][CH2:12][N:11]([C:14]2[CH:23]=[C:22]3[C:17]([CH:18]=[C:19]([C:24]([O:26]CC)=[O:25])[N:20]=[CH:21]3)=[CH:16][CH:15]=2)[CH2:10][CH2:9]1)=[O:7])([CH3:4])([CH3:3])[CH3:2].[OH-].[Na+]. The catalyst is CCO.C1COCC1. The product is [C:1]([O:5][C:6]([N:8]1[CH2:9][CH2:10][N:11]([C:14]2[CH:23]=[C:22]3[C:17]([CH:18]=[C:19]([C:24]([OH:26])=[O:25])[N:20]=[CH:21]3)=[CH:16][CH:15]=2)[CH2:12][CH2:13]1)=[O:7])([CH3:4])([CH3:2])[CH3:3]. The yield is 0.850. (4) The reactants are [OH-].[Li+].C[O:4][C:5]([C:7]1[S:15][C:14]2[CH:13]=[C:12]([CH3:16])[N:11]=[CH:10][C:9]=2[C:8]=1[O:17][CH2:18][C:19]([O:21]CC)=[O:20])=[O:6]. The catalyst is C1COCC1.O. The product is [C:19]([CH2:18][O:17][C:8]1[C:9]2[CH:10]=[N:11][C:12]([CH3:16])=[CH:13][C:14]=2[S:15][C:7]=1[C:5]([OH:6])=[O:4])([OH:21])=[O:20]. The yield is 0.350. (5) The reactants are [CH3:1][N:2]1[CH:6]=[C:5]([C:7]2[CH:8]=[C:9]3[C:14](=[CH:15][CH:16]=2)[N:13]([C:17]2[C:21]4[CH2:22][NH:23][CH2:24][CH2:25][C:20]=4[N:19]([CH:26]4[CH2:31][CH2:30][O:29][CH2:28][CH2:27]4)[N:18]=2)[CH2:12][CH2:11][CH2:10]3)[CH:4]=[N:3]1.Br[C:33]1[O:34][C:35]([CH3:38])=[N:36][N:37]=1.C(O[Na])(C)(C)C.O1CCOCC1. The catalyst is Cl[Pd-3](Cl)(=C1N(C2C(C(CC)CC)=CC=CC=2C(CC)CC)C=CN1C1C(C(CC)CC)=CC=CC=1C(CC)CC)C1C(Cl)=CC=CN=1.C(Cl)Cl. The product is [CH3:38][C:35]1[O:34][C:33]([N:23]2[CH2:24][CH2:25][C:20]3[N:19]([CH:26]4[CH2:31][CH2:30][O:29][CH2:28][CH2:27]4)[N:18]=[C:17]([N:13]4[C:14]5[C:9](=[CH:8][C:7]([C:5]6[CH:4]=[N:3][N:2]([CH3:1])[CH:6]=6)=[CH:16][CH:15]=5)[CH2:10][CH2:11][CH2:12]4)[C:21]=3[CH2:22]2)=[N:37][N:36]=1. The yield is 0.0800. (6) The reactants are [NH2:1][C:2]1[CH:3]=[C:4]([CH:8]=[CH:9][C:10]=1[OH:11])[C:5]([OH:7])=[O:6].[CH3:12][O:13][C:14]([C:16]1[CH:17]=[C:18]2[C:23](=[CH:24][CH:25]=1)[CH:22]=[C:21]([C:26](O)=[O:27])[CH:20]=[CH:19]2)=[O:15]. The catalyst is C(Cl)Cl.N1C=CC=CC=1. The product is [OH:11][C:10]1[CH:9]=[CH:8][C:4]([C:5]([OH:7])=[O:6])=[CH:3][C:2]=1[NH:1][C:26]([C:21]1[CH:20]=[CH:19][C:18]2[C:23](=[CH:24][CH:25]=[C:16]([C:14]([O:13][CH3:12])=[O:15])[CH:17]=2)[CH:22]=1)=[O:27]. The yield is 0.250. (7) The yield is 0.530. The catalyst is O1CCOCC1. The product is [CH2:1]([C@@H:3]1[CH2:8][C@H:7]([OH:6])[CH2:9][C@@H:4]1[C:5]([NH:12][NH:11][C:13]1[N:14]=[C:15]2[CH:21]=[CH:20][N:19]([S:22]([C:25]3[CH:31]=[CH:30][C:28]([CH3:29])=[CH:27][CH:26]=3)(=[O:24])=[O:23])[C:16]2=[N:17][CH:18]=1)=[O:10])[CH3:2]. The reactants are [CH2:1]([C@@H:3]1[CH2:8][C@H:7]2[CH2:9][C@@H:4]1[C:5](=[O:10])[O:6]2)[CH3:2].[NH:11]([C:13]1[N:14]=[C:15]2[CH:21]=[CH:20][N:19]([S:22]([C:25]3[CH:31]=[CH:30][C:28]([CH3:29])=[CH:27][CH:26]=3)(=[O:24])=[O:23])[C:16]2=[N:17][CH:18]=1)[NH2:12].C[Al](C)C.Cl.